Dataset: NCI-60 drug combinations with 297,098 pairs across 59 cell lines. Task: Regression. Given two drug SMILES strings and cell line genomic features, predict the synergy score measuring deviation from expected non-interaction effect. (1) Drug 1: CCCS(=O)(=O)NC1=C(C(=C(C=C1)F)C(=O)C2=CNC3=C2C=C(C=N3)C4=CC=C(C=C4)Cl)F. Drug 2: C1=CC(=CC=C1CCC2=CNC3=C2C(=O)NC(=N3)N)C(=O)NC(CCC(=O)O)C(=O)O. Cell line: UO-31. Synergy scores: CSS=31.2, Synergy_ZIP=-1.13, Synergy_Bliss=-0.496, Synergy_Loewe=-4.77, Synergy_HSA=1.48. (2) Drug 1: CC(C)(C#N)C1=CC(=CC(=C1)CN2C=NC=N2)C(C)(C)C#N. Drug 2: C1=NC(=NC(=O)N1C2C(C(C(O2)CO)O)O)N. Cell line: UACC-257. Synergy scores: CSS=5.56, Synergy_ZIP=-2.25, Synergy_Bliss=-2.72, Synergy_Loewe=-1.59, Synergy_HSA=-3.03.